Dataset: Full USPTO retrosynthesis dataset with 1.9M reactions from patents (1976-2016). Task: Predict the reactants needed to synthesize the given product. (1) Given the product [Br:3][C:4]1[C:13]2[C:8](=[CH:9][CH:10]=[CH:11][CH:12]=2)[CH:7]=[CH:6][C:5]=1[O:14][CH2:15][O:16][CH3:17], predict the reactants needed to synthesize it. The reactants are: [H-].[Na+].[Br:3][C:4]1[C:13]2[C:8](=[CH:9][CH:10]=[CH:11][CH:12]=2)[CH:7]=[CH:6][C:5]=1[OH:14].[CH3:15][O:16][CH2:17]Br.O. (2) Given the product [N:15]1[CH:20]=[CH:19][N:18]=[CH:17][C:16]=1[NH:21][C:22](=[O:28])[CH:23]([NH:27][C:6](=[O:8])[C@@H:5]([C:4]1[CH:10]=[C:11]([F:13])[CH:12]=[C:2]([F:1])[CH:3]=1)[OH:9])[CH2:24][CH2:25][CH3:26], predict the reactants needed to synthesize it. The reactants are: [F:1][C:2]1[CH:3]=[C:4]([CH:10]=[C:11]([F:13])[CH:12]=1)[CH:5]([OH:9])[C:6]([OH:8])=O.Cl.[N:15]1[CH:20]=[CH:19][N:18]=[CH:17][C:16]=1[NH:21][C:22](=[O:28])[CH:23]([NH2:27])[CH2:24][CH2:25][CH3:26].C1C=CC2N(O)N=NC=2C=1.CCN=C=NCCCN(C)C.Cl. (3) Given the product [NH:2]1[CH2:29][CH2:30][N:31]=[C:1]1[C:3]1[CH:4]=[C:5]([C:16]([NH:18][CH2:19][C:20]2[C:21](=[O:28])[NH:22][C:23]([CH3:27])=[CH:24][C:25]=2[CH3:26])=[O:17])[C:6]2[C:7]([CH3:15])=[CH:8][N:9]([CH:12]([CH3:14])[CH3:13])[C:10]=2[CH:11]=1, predict the reactants needed to synthesize it. The reactants are: [C:1]([C:3]1[CH:4]=[C:5]([C:16]([NH:18][CH2:19][C:20]2[C:21](=[O:28])[NH:22][C:23]([CH3:27])=[CH:24][C:25]=2[CH3:26])=[O:17])[C:6]2[C:7]([CH3:15])=[CH:8][N:9]([CH:12]([CH3:14])[CH3:13])[C:10]=2[CH:11]=1)#[N:2].[CH2:29](N)[CH2:30][NH2:31].P12(SP3(SP(SP(S3)(S1)=S)(=S)S2)=S)=S. (4) Given the product [C:43]([O:42][C:41]([NH:40][C@@H:37]([C:32]1[CH:31]=[C:30]([C:9]2[CH:27]=[CH:26][CH:25]=[C:11]([CH2:12][O:13][C:14]3[CH:19]=[CH:18][CH:17]=[CH:16][C:15]=3[CH2:20][C:21]([O:23][CH3:24])=[O:22])[CH:10]=2)[CH:35]=[C:34]([Cl:36])[CH:33]=1)[CH2:38][OH:39])=[O:47])([CH3:46])([CH3:44])[CH3:45], predict the reactants needed to synthesize it. The reactants are: CC1(C)C(C)(C)OB([C:9]2[CH:10]=[C:11]([CH:25]=[CH:26][CH:27]=2)[CH2:12][O:13][C:14]2[CH:19]=[CH:18][CH:17]=[CH:16][C:15]=2[CH2:20][C:21]([O:23][CH3:24])=[O:22])O1.Br[C:30]1[CH:31]=[C:32]([C@H:37]([NH:40][C:41](=[O:47])[O:42][C:43]([CH3:46])([CH3:45])[CH3:44])[CH2:38][OH:39])[CH:33]=[C:34]([Cl:36])[CH:35]=1.[O-]P([O-])([O-])=O.[K+].[K+].[K+].C(Cl)Cl. (5) Given the product [CH3:7][C:8]1[CH:9]=[CH:13][C:14]([N+:17]([O-:19])=[O:18])=[CH:15][C:1]=1[C:2]([Cl:4])=[O:3], predict the reactants needed to synthesize it. The reactants are: [C:1](Cl)(=O)[C:2]([Cl:4])=[O:3].[CH3:7][C:8]1C=[CH:15][C:14]([N+:17]([O-:19])=[O:18])=[CH:13][C:9]=1C(O)=O. (6) Given the product [NH:1]([C:6]([CH2:9][OH:10])([CH2:11][OH:12])[CH2:7][OH:8])[CH2:2][C:3]([OH:5])=[O:4].[CH3:22][CH2:23][CH2:24][CH2:25][CH2:26][CH2:27][CH2:28][CH2:29][CH2:30][CH2:31][CH2:32][CH2:33][O:34][S:35]([O-:38])(=[O:37])=[O:36].[Na+:39], predict the reactants needed to synthesize it. The reactants are: [NH:1]([C:6]([CH2:11][OH:12])([CH2:9][OH:10])[CH2:7][OH:8])[CH2:2][C:3]([OH:5])=[O:4].C(O)C(N)(CO)CO.Cl.[CH3:22][CH2:23][CH2:24][CH2:25][CH2:26][CH2:27][CH2:28][CH2:29][CH2:30][CH2:31][CH2:32][CH2:33][O:34][S:35]([O-:38])(=[O:37])=[O:36].[Na+:39].CCN(C1C=CC(/C(/C2C=CC(NC3C=CC(OCC)=CC=3)=CC=2)=C2/C=CC(C=C/2C)=[N+](CC2C=CC=C(S(O)(=O)=O)C=2)CC)=C(C)C=1)CC1C=CC=C(S(O)(=O)=O)C=1.C1C=CC2S(=O)(=O)OC(C3C=CC(O)=CC=3)(C3C=CC(O)=CC=3)C=2C=1. (7) Given the product [CH3:27][N:26]([CH3:28])[C:24](=[O:25])[CH2:23][N:2]([CH3:1])[CH:3]1[CH2:8][CH2:7][CH:6]([NH:9][C:10]2[N:11]=[CH:12][N:13]=[C:14]3[C:21]=2[C:20]2[CH2:19][CH2:18][CH2:17][C:16]=2[S:15]3)[CH2:5][CH2:4]1, predict the reactants needed to synthesize it. The reactants are: [CH3:1][NH:2][CH:3]1[CH2:8][CH2:7][CH:6]([NH:9][C:10]2[N:11]=[CH:12][N:13]=[C:14]3[C:21]=2[C:20]2[CH2:19][CH2:18][CH2:17][C:16]=2[S:15]3)[CH2:5][CH2:4]1.Cl[CH2:23][C:24]([N:26]([CH3:28])[CH3:27])=[O:25].C(=O)([O-])[O-].[K+].[K+]. (8) Given the product [C:24]([C:26]1[CH:27]=[C:28]([C:36]([N:10]([CH2:9][CH:8]([C:5]2[CH:4]=[CH:3][C:2]([F:1])=[CH:7][CH:6]=2)[CH2:12][CH:13]=[CH2:14])[CH3:11])=[O:37])[C:29]2[C:34]([CH:35]=1)=[CH:33][CH:32]=[CH:31][CH:30]=2)#[N:25], predict the reactants needed to synthesize it. The reactants are: [F:1][C:2]1[CH:7]=[CH:6][C:5]([CH:8]([CH2:12][CH:13]=[CH2:14])[CH2:9][NH:10][CH3:11])=[CH:4][CH:3]=1.CCN(C(C)C)C(C)C.[C:24]([C:26]1[CH:27]=[C:28]([C:36](Cl)=[O:37])[C:29]2[C:34]([CH:35]=1)=[CH:33][CH:32]=[CH:31][CH:30]=2)#[N:25].